Dataset: NCI-60 drug combinations with 297,098 pairs across 59 cell lines. Task: Regression. Given two drug SMILES strings and cell line genomic features, predict the synergy score measuring deviation from expected non-interaction effect. (1) Drug 2: CC(C)CN1C=NC2=C1C3=CC=CC=C3N=C2N. Cell line: HT29. Synergy scores: CSS=15.6, Synergy_ZIP=-8.42, Synergy_Bliss=-5.82, Synergy_Loewe=-6.71, Synergy_HSA=-5.53. Drug 1: C1CN1C2=NC(=NC(=N2)N3CC3)N4CC4. (2) Drug 1: CC12CCC(CC1=CCC3C2CCC4(C3CC=C4C5=CN=CC=C5)C)O. Drug 2: C1CCC(CC1)NC(=O)N(CCCl)N=O. Cell line: NCI-H226. Synergy scores: CSS=9.19, Synergy_ZIP=-5.23, Synergy_Bliss=-1.49, Synergy_Loewe=-4.69, Synergy_HSA=-2.69. (3) Drug 1: CC1OCC2C(O1)C(C(C(O2)OC3C4COC(=O)C4C(C5=CC6=C(C=C35)OCO6)C7=CC(=C(C(=C7)OC)O)OC)O)O. Drug 2: N.N.Cl[Pt+2]Cl. Cell line: EKVX. Synergy scores: CSS=7.07, Synergy_ZIP=-7.53, Synergy_Bliss=-5.70, Synergy_Loewe=-14.5, Synergy_HSA=-6.10.